From a dataset of Full USPTO retrosynthesis dataset with 1.9M reactions from patents (1976-2016). Predict the reactants needed to synthesize the given product. (1) Given the product [F:25][C:26]1[CH:31]=[CH:30][CH:29]=[CH:28][C:27]=1[C:32]1[CH:37]=[N:36][C:35]([N:38]2[C:46]3[C:41](=[CH:42][CH:43]=[C:44]([C:47]([N:54]([CH2:55][CH:56]([OH:58])[CH3:57])[CH3:53])=[O:48])[CH:45]=3)[C:40]([S:50]([CH3:52])=[O:51])=[CH:39]2)=[N:34][CH:33]=1, predict the reactants needed to synthesize it. The reactants are: CN(C(ON1N=NC2C=CC=NC1=2)=[N+](C)C)C.F[P-](F)(F)(F)(F)F.[F:25][C:26]1[CH:31]=[CH:30][CH:29]=[CH:28][C:27]=1[C:32]1[CH:33]=[N:34][C:35]([N:38]2[C:46]3[C:41](=[CH:42][CH:43]=[C:44]([C:47](O)=[O:48])[CH:45]=3)[C:40]([S:50]([CH3:52])=[O:51])=[CH:39]2)=[N:36][CH:37]=1.[CH3:53][NH:54][CH2:55][CH:56]([OH:58])[CH3:57]. (2) Given the product [CH3:8][N:9]1[CH2:14][CH2:13][N:12]([C:1](=[O:7])[CH2:2][CH2:3][C:4]#[CH:5])[CH2:11][CH2:10]1, predict the reactants needed to synthesize it. The reactants are: [C:1]([OH:7])(=O)[CH2:2][CH2:3][C:4]#[CH:5].[CH3:8][N:9]1[CH2:14][CH2:13][NH:12][CH2:11][CH2:10]1.C1C=CC2N(O)N=NC=2C=1.CCN=C=NCCCN(C)C. (3) Given the product [Br:17][C:18]1[CH:23]=[CH:22][N:21]=[C:20]([O:16][CH2:15][C:9]2[C:8]([F:7])=[CH:13][CH:12]=[CH:11][C:10]=2[F:14])[CH:19]=1, predict the reactants needed to synthesize it. The reactants are: CC(C)([O-])C.[K+].[F:7][C:8]1[CH:13]=[CH:12][CH:11]=[C:10]([F:14])[C:9]=1[CH2:15][OH:16].[Br:17][C:18]1[CH:23]=[CH:22][N:21]=[C:20](F)[CH:19]=1. (4) Given the product [F:15][CH:2]([F:1])[CH2:3][N:4]1[CH:8]=[C:7]([C:9]([OH:11])=[O:10])[N:6]=[C:5]1[CH3:14], predict the reactants needed to synthesize it. The reactants are: [F:1][CH:2]([F:15])[CH2:3][N:4]1[CH:8]=[C:7]([C:9]([O:11]CC)=[O:10])[N:6]=[C:5]1[CH3:14].[OH-].[Na+].Cl.